The task is: Predict which catalyst facilitates the given reaction.. This data is from Catalyst prediction with 721,799 reactions and 888 catalyst types from USPTO. (1) Reactant: [CH3:1][C:2]1[N:7]=[CH:6][C:5]([CH2:8][NH:9]C(=O)OC(C)(C)C)=[C:4]([C:17]([F:20])([F:19])[F:18])[CH:3]=1.ClC1C=C(C=CC=1)C(OO)=[O:26].Cl.O1CCOCC1. Product: [NH2:9][CH2:8][C:5]1[C:4]([C:17]([F:20])([F:19])[F:18])=[CH:3][C:2]([CH3:1])=[N+:7]([O-:26])[CH:6]=1. The catalyst class is: 61. (2) Reactant: [Cl:1][C:2]1[CH:7]=[CH:6][C:5]([NH:8][C:9](=[O:11])[CH3:10])=[C:4]([F:12])[C:3]=1[CH2:13][OH:14].[CH3:15][S:16](Cl)(=[O:18])=[O:17]. Product: [CH3:15][S:16]([O:14][CH2:13][C:3]1[C:2]([Cl:1])=[CH:7][CH:6]=[C:5]([NH:8][C:9](=[O:11])[CH3:10])[C:4]=1[F:12])(=[O:18])=[O:17]. The catalyst class is: 2. (3) Reactant: CCN(C(C)C)C(C)C.[CH2:10]([O:12][C:13]1[C:22]([O:23][CH3:24])=[CH:21][C:20]2[C:19]([C:25]3[CH:26]=[C:27]([CH:31]=[CH:32][CH:33]=3)[C:28](O)=[O:29])=[N:18][C@@H:17]3[CH2:34][CH2:35][S:36][CH2:37][C@@H:16]3[C:15]=2[CH:14]=1)[CH3:11].Cl.[O:39]1[C:43]2[CH:44]=[CH:45][C:46]([C:48]3[S:56][C:55]4[C:54](=[O:57])[N:53]([CH:58]5[CH2:63][CH2:62][NH:61][CH2:60][CH2:59]5)[C:52](=[O:64])[N:51]([CH2:65][C:66]5[CH:71]=[CH:70][C:69]([O:72][CH3:73])=[C:68]([F:74])[CH:67]=5)[C:50]=4[CH:49]=3)=[CH:47][C:42]=2[O:41][CH2:40]1.CN(C(ON1N=NC2C=CC=CC1=2)=[N+](C)C)C.F[P-](F)(F)(F)(F)F. Product: [O:39]1[C:43]2[CH:44]=[CH:45][C:46]([C:48]3[S:56][C:55]4[C:54](=[O:57])[N:53]([CH:58]5[CH2:63][CH2:62][N:61]([C:28]([C:27]6[CH:31]=[CH:32][CH:33]=[C:25]([C:19]7[C:20]8[CH:21]=[C:22]([O:23][CH3:24])[C:13]([O:12][CH2:10][CH3:11])=[CH:14][C:15]=8[C@H:16]8[CH2:37][S:36][CH2:35][CH2:34][C@H:17]8[N:18]=7)[CH:26]=6)=[O:29])[CH2:60][CH2:59]5)[C:52](=[O:64])[N:51]([CH2:65][C:66]5[CH:71]=[CH:70][C:69]([O:72][CH3:73])=[C:68]([F:74])[CH:67]=5)[C:50]=4[CH:49]=3)=[CH:47][C:42]=2[O:41][CH2:40]1. The catalyst class is: 2. (4) Reactant: [C:1]([O:5][C:6]([O:8]C([O-])=O)=O)([CH3:4])([CH3:3])[CH3:2].C(=O)(O)[O-].[Na+].[NH:17]1[CH2:32][C@H:30]([OH:31])[CH2:29][C@H:18]1[C:19]([O:21][CH2:22][C:23]1[CH:28]=[CH:27][CH:26]=[CH:25][CH:24]=1)=[O:20]. Product: [N:17]1([C:6]([O:5][C:1]([CH3:2])([CH3:3])[CH3:4])=[O:8])[CH2:32][C@H:30]([OH:31])[CH2:29][C@H:18]1[C:19]([O:21][CH2:22][C:23]1[CH:28]=[CH:27][CH:26]=[CH:25][CH:24]=1)=[O:20]. The catalyst class is: 56. (5) The catalyst class is: 20. Reactant: [NH2:1][C:2]1[CH:27]=[CH:26][C:5]([C:6]([NH:8][C:9]2[S:13][C:12]([NH:14][C:15]3[CH:20]=[CH:19][C:18]([O:21][CH3:22])=[CH:17][CH:16]=3)=[N:11][C:10]=2[C:23]([NH2:25])=[O:24])=[O:7])=[CH:4][CH:3]=1.C(N(CC)CC)C.[Br:35][CH2:36][C:37](Cl)=[O:38]. Product: [Br:35][CH2:36][C:37]([NH:1][C:2]1[CH:3]=[CH:4][C:5]([C:6]([NH:8][C:9]2[S:13][C:12]([NH:14][C:15]3[CH:20]=[CH:19][C:18]([O:21][CH3:22])=[CH:17][CH:16]=3)=[N:11][C:10]=2[C:23]([NH2:25])=[O:24])=[O:7])=[CH:26][CH:27]=1)=[O:38]. (6) Reactant: [F:1][C:2]1[CH:3]=[C:4]([CH:22]=[CH:23][C:24]=1[S:25]([CH3:28])(=[O:27])=[O:26])[O:5][CH2:6][CH2:7][CH2:8][CH:9]1[CH2:14][CH2:13][N:12](C(OC(C)(C)C)=O)[CH2:11][CH2:10]1.Cl. Product: [F:1][C:2]1[CH:3]=[C:4]([CH:22]=[CH:23][C:24]=1[S:25]([CH3:28])(=[O:26])=[O:27])[O:5][CH2:6][CH2:7][CH2:8][CH:9]1[CH2:10][CH2:11][NH:12][CH2:13][CH2:14]1. The catalyst class is: 12. (7) Reactant: [CH3:1][N:2]1[CH2:7][CH2:6][N:5]([C:8]2[CH:13]=[CH:12][C:11]([N+:14]([O-])=O)=[CH:10][CH:9]=2)[CH2:4][CH2:3]1.[H][H]. Product: [CH3:1][N:2]1[CH2:3][CH2:4][N:5]([C:8]2[CH:13]=[CH:12][C:11]([NH2:14])=[CH:10][CH:9]=2)[CH2:6][CH2:7]1. The catalyst class is: 29. (8) Reactant: [OH:1][C:2]([CH3:40])([CH3:39])[CH:3]([NH:15][C:16]([N:18]1[CH2:23][C:22](=[O:24])[N:21](COCC[Si](C)(C)C)[C:20]2[CH:33]=[C:34]([O:37][CH3:38])[CH:35]=[N:36][C:19]1=2)=[O:17])[C:4]1[CH:9]=[CH:8][C:7]([O:10][C:11]([F:14])([F:13])[F:12])=[CH:6][CH:5]=1.FC(F)(F)C(O)=O. Product: [OH:1][C:2]([CH3:40])([CH3:39])[CH:3]([NH:15][C:16]([N:18]1[CH2:23][C:22](=[O:24])[NH:21][C:20]2[CH:33]=[C:34]([O:37][CH3:38])[CH:35]=[N:36][C:19]1=2)=[O:17])[C:4]1[CH:9]=[CH:8][C:7]([O:10][C:11]([F:12])([F:14])[F:13])=[CH:6][CH:5]=1. The catalyst class is: 6. (9) Reactant: [NH2:1][C:2]1[CH:7]=[C:6]([C:8]2[S:9][CH:10]=[CH:11][CH:12]=2)[CH:5]=[CH:4][C:3]=1[NH:13][C:14](=[O:20])[O:15][C:16]([CH3:19])([CH3:18])[CH3:17].[C:21](Cl)(=[O:25])[CH:22]([CH3:24])[CH3:23]. Product: [C:21]([NH:1][C:2]1[CH:7]=[C:6]([C:8]2[S:9][CH:10]=[CH:11][CH:12]=2)[CH:5]=[CH:4][C:3]=1[NH:13][C:14](=[O:20])[O:15][C:16]([CH3:17])([CH3:19])[CH3:18])(=[O:25])[CH:22]([CH3:24])[CH3:23]. The catalyst class is: 46. (10) Reactant: [CH2:1]([O:3][C:4]([C:6]1[CH:7]2[N:24]([CH3:25])[CH:11]([CH2:12][C:13]=1[C:14]1[CH:19]=[CH:18][C:17]([CH2:20][CH2:21][CH2:22][OH:23])=[CH:16][CH:15]=1)[CH2:10][N:9]([C:26]([O:28][C:29]([CH3:32])([CH3:31])[CH3:30])=[O:27])[CH2:8]2)=[O:5])[CH3:2].C([O-])(O)=[O:34].[Na+].ClC(OC(Cl)C)=O.CCN(C(C)C)C(C)C.[CH3:54][C:55]([O:58]C(OC([O:58][C:55]([CH3:57])([CH3:56])[CH3:54])=O)=O)([CH3:57])[CH3:56]. Product: [CH2:1]([O:3][C:4]([C:6]1[C@@H:7]2[N:24]([C:25]([O:58][C:55]([CH3:57])([CH3:56])[CH3:54])=[O:34])[C@H:11]([CH2:12][C:13]=1[C:14]1[CH:19]=[CH:18][C:17]([CH2:20][CH2:21][CH2:22][OH:23])=[CH:16][CH:15]=1)[CH2:10][N:9]([C:26]([O:28][C:29]([CH3:31])([CH3:30])[CH3:32])=[O:27])[CH2:8]2)=[O:5])[CH3:2]. The catalyst class is: 279.